From a dataset of Catalyst prediction with 721,799 reactions and 888 catalyst types from USPTO. Predict which catalyst facilitates the given reaction. (1) Reactant: [C:1]([C:9]1[N:10]([C@H:14]([C:31]([O:33][CH3:34])=[O:32])[CH2:15][C:16]2[CH:21]=[CH:20][C:19]([O:22]C(=O)C3C=CC=CC=3)=[CH:18][CH:17]=2)[CH:11]=[CH:12][CH:13]=1)(=[O:8])[C:2]1[CH:7]=[CH:6][CH:5]=[CH:4][CH:3]=1.C([O-])([O-])=O.[K+].[K+]. Product: [CH3:34][O:33][C:31](=[O:32])[C@@H:14]([N:10]1[CH:11]=[CH:12][CH:13]=[C:9]1[C:1](=[O:8])[C:2]1[CH:7]=[CH:6][CH:5]=[CH:4][CH:3]=1)[CH2:15][C:16]1[CH:17]=[CH:18][C:19]([OH:22])=[CH:20][CH:21]=1. The catalyst class is: 5. (2) The catalyst class is: 5. Product: [ClH:13].[CH3:10][O:8][C:7](=[O:9])[C@@H:4]1[CH2:3][C@@H:2]([OH:1])[CH2:6][NH:5]1.[CH3:2][O:25][C:24](=[O:26])[C@@H:21]1[CH2:20][C@@H:19]([OH:18])[CH2:23][N:22]1[CH2:29][C:30]1[CH:35]=[CH:34][CH:33]=[CH:32][CH:31]=1. Reactant: [OH:1][C@H:2]1[CH2:6][NH:5][C@H:4]([C:7]([OH:9])=[O:8])[CH2:3]1.[C:10]([Cl:13])(=O)C.Cl.CO.Cl.[OH:18][C@H:19]1[CH2:23][NH:22][C@H:21]([C:24]([OH:26])=[O:25])[CH2:20]1.[OH-].[Na+].[CH2:29](Cl)[C:30]1[CH:35]=[CH:34][CH:33]=[CH:32][CH:31]=1. (3) Reactant: [C:1]([O:5][C:6]([C:8]12[CH2:17][CH:12]3[CH2:13][CH:14]([CH2:16][C:10]([C:18]([OH:21])([CH3:20])[CH3:19])([CH2:11]3)[CH2:9]1)[CH2:15]2)=[O:7])([CH3:4])([CH3:3])[CH3:2].ClC(Cl)C.[C:26](Cl)(=[O:30])[C:27]([CH3:29])=[CH2:28].S(=O)(=O)(O)O. The catalyst class is: 17. Product: [C:1]([O:5][C:6]([C:8]12[CH2:17][CH:12]3[CH2:13][CH:14]([CH2:16][C:10]([C:18]([O:21][C:26](=[O:30])[C:27]([CH3:29])=[CH2:28])([CH3:20])[CH3:19])([CH2:11]3)[CH2:9]1)[CH2:15]2)=[O:7])([CH3:4])([CH3:2])[CH3:3]. (4) The catalyst class is: 6. Product: [F:21][C:22]1[CH:27]=[CH:26][CH:25]=[CH:24][C:23]=1[C:28]1[N:32]=[C:31]([N:33]2[CH2:34][CH2:35][N:36]([C:13]([NH:12][C:9]3[CH:8]=[CH:7][C:6]([NH:5][C:1](=[O:4])[CH2:2][CH3:3])=[CH:11][CH:10]=3)=[O:20])[CH2:37][CH2:38]2)[S:30][N:29]=1. Reactant: [C:1]([NH:5][C:6]1[CH:11]=[CH:10][C:9]([NH:12][C:13](=[O:20])OCC(Cl)(Cl)Cl)=[CH:8][CH:7]=1)(=[O:4])[CH2:2][CH3:3].[F:21][C:22]1[CH:27]=[CH:26][CH:25]=[CH:24][C:23]=1[C:28]1[N:32]=[C:31]([N:33]2[CH2:38][CH2:37][NH:36][CH2:35][CH2:34]2)[S:30][N:29]=1.C(N(C(C)C)CC)(C)C.CS(C)=O. (5) Reactant: [N:1]1[N:2]([C:6]2[CH:23]=[CH:22][CH:21]=[CH:20][C:7]=2[C:8]([N:10]2[C@H:15]([CH3:16])[CH2:14][CH2:13][C@@H:12]([C:17]([NH2:19])=[O:18])[CH2:11]2)=[O:9])[N:3]=[CH:4][CH:5]=1.Cl[CH:25]([C:31](=O)[CH3:32])[C:26]([O:28][CH2:29][CH3:30])=[O:27]. Product: [N:1]1[N:2]([C:6]2[CH:23]=[CH:22][CH:21]=[CH:20][C:7]=2[C:8]([N:10]2[C@H:15]([CH3:16])[CH2:14][CH2:13][C@@H:12]([C:17]3[O:18][C:25]([C:26]([O:28][CH2:29][CH3:30])=[O:27])=[C:31]([CH3:32])[N:19]=3)[CH2:11]2)=[O:9])[N:3]=[CH:4][CH:5]=1. The catalyst class is: 10.